Dataset: Forward reaction prediction with 1.9M reactions from USPTO patents (1976-2016). Task: Predict the product of the given reaction. (1) The product is: [C:12]([O:11][C:9]([N:39]1[C:38](=[O:40])[CH2:37][O:36][CH2:35][C@@H:34]1[CH2:33][O:32][CH2:25][C:26]1[CH:31]=[CH:30][CH:29]=[CH:28][CH:27]=1)=[O:10])([CH3:13])([CH3:14])[CH3:15]. Given the reactants [C:9](O[C:9]([O:11][C:12]([CH3:15])([CH3:14])[CH3:13])=[O:10])([O:11][C:12]([CH3:15])([CH3:14])[CH3:13])=[O:10].CC1C=CN=C(N)C=1C.[CH2:25]([O:32][CH2:33][C@@H:34]1[NH:39][C:38](=[O:40])[CH2:37][O:36][CH2:35]1)[C:26]1[CH:31]=[CH:30][CH:29]=[CH:28][CH:27]=1.N1C=CN=C1, predict the reaction product. (2) Given the reactants [CH3:1][C:2]1[CH:7]=[CH:6][C:5](OS(C(F)(F)F)(=O)=O)=[C:4]([N+:16]([O-:18])=[O:17])[CH:3]=1.[SH:19][C:20]1[CH:25]=[CH:24][C:23]([OH:26])=[CH:22][CH:21]=1.C([O-])([O-])=O.[Na+].[Na+], predict the reaction product. The product is: [CH3:1][C:2]1[CH:7]=[CH:6][C:5]([S:19][C:20]2[CH:25]=[CH:24][C:23]([OH:26])=[CH:22][CH:21]=2)=[C:4]([N+:16]([O-:18])=[O:17])[CH:3]=1.